Dataset: Reaction yield outcomes from USPTO patents with 853,638 reactions. Task: Predict the reaction yield, written as a fraction of the theoretical maximum amount of product (1.0 means a 100% yield; for example, 0.34 means a 34% yield). (1) The reactants are C[C@@:2]1([C:27]([O-:29])=[O:28])[CH2:6][C@@H:5]([O:7][C:8]([N:10]2[CH2:18][C:17]3[C:12](=[CH:13][CH:14]=[CH:15][C:16]=3Br)[CH2:11]2)=[O:9])[CH2:4][N:3]1[C:20]([O:22][C:23]([CH3:26])([CH3:25])[CH3:24])=[O:21].[CH3:30][C:31]([CH3:46])([CH3:45])[C@@H:32]([C:42]([OH:44])=[O:43])[NH:33][C:34]([O:36][CH2:37][CH2:38][CH2:39][C:40]#[CH:41])=[O:35].[C:47]([O-])(O)=O.[Na+].CCOC(C)=O. The catalyst is C1COCC1.N1CCCC1.[Cu](I)I.C1C=CC([P]([Pd]([P](C2C=CC=CC=2)(C2C=CC=CC=2)C2C=CC=CC=2)([P](C2C=CC=CC=2)(C2C=CC=CC=2)C2C=CC=CC=2)[P](C2C=CC=CC=2)(C2C=CC=CC=2)C2C=CC=CC=2)(C2C=CC=CC=2)C2C=CC=CC=2)=CC=1. The product is [C:23]([O:22][C:20]([N:3]1[C@H:2]([C:27]([O:29][CH3:47])=[O:28])[CH2:6][C@@H:5]([O:7][C:8]([N:10]2[CH2:18][C:17]3[C:12](=[CH:13][CH:14]=[CH:15][C:16]=3[C:41]#[C:40][CH2:39][CH2:38][CH2:37][O:36][C:34]([NH:33][C@H:32]([C:42]([OH:44])=[O:43])[C:31]([CH3:46])([CH3:45])[CH3:30])=[O:35])[CH2:11]2)=[O:9])[CH2:4]1)=[O:21])([CH3:25])([CH3:24])[CH3:26]. The yield is 0.990. (2) The reactants are [OH:1][C:2]1[C:15]2[C:14](=[O:16])[C:13]3[C:8](=[CH:9][C:10]([OH:17])=[CH:11][CH:12]=3)[O:7][C:6]=2[CH:5]=[C:4]([N:18]2[CH2:23][CH2:22][O:21][CH2:20][CH2:19]2)[CH:3]=1.[H-].[Na+].Br[CH2:27][CH2:28][O:29][P:30](=[O:47])([O:39][CH2:40][C:41]1[CH:46]=[CH:45][CH:44]=[CH:43][CH:42]=1)[O:31][CH2:32][C:33]1[CH:38]=[CH:37][CH:36]=[CH:35][CH:34]=1. The catalyst is CN(C=O)C.CCOC(C)=O. The product is [OH:1][C:2]1[CH:3]=[C:4]([N:18]2[CH2:19][CH2:20][O:21][CH2:22][CH2:23]2)[CH:5]=[C:6]2[C:15]=1[C:14](=[O:16])[C:13]1[CH:12]=[CH:11][C:10]([O:17][CH2:27][CH2:28][O:29][P:30](=[O:47])([O:39][CH2:40][C:41]3[CH:46]=[CH:45][CH:44]=[CH:43][CH:42]=3)[O:31][CH2:32][C:33]3[CH:38]=[CH:37][CH:36]=[CH:35][CH:34]=3)=[CH:9][C:8]=1[O:7]2. The yield is 0.310. (3) The reactants are [CH3:1][C:2]1[CH:6]=[C:5]([CH3:7])[NH:4][C:3]=1[C:8](=[C:12]1[C:20]2[C:15](=[CH:16][CH:17]=[CH:18][CH:19]=2)[NH:14][C:13]1=[O:21])[C:9](O)=[O:10].[CH2:22]([N:24]([CH2:28][CH3:29])[CH2:25][CH2:26][NH2:27])[CH3:23]. No catalyst specified. The product is [CH2:22]([N:24]([CH2:28][CH3:29])[CH2:25][CH2:26][NH:27][C:9](=[O:10])[C:8]([C:3]1[NH:4][C:5]([CH3:7])=[CH:6][C:2]=1[CH3:1])=[C:12]1[C:20]2[C:15](=[CH:16][CH:17]=[CH:18][CH:19]=2)[NH:14][C:13]1=[O:21])[CH3:23]. The yield is 0.460. (4) The yield is 0.880. The catalyst is C(Cl)Cl. The product is [C:2]([O:7][CH2:6][CH3:5])(=[O:3])[CH:1]=[CH:45][CH2:44][CH2:43][CH2:42][CH2:41][CH2:40][CH2:39][CH2:38][CH2:37][CH2:36][CH2:35][CH3:34]. The reactants are [CH3:1][CH2:2][O-:3].[Na+].[CH3:5][CH2:6][OH:7].[Br-].C(OC(C[P+](C1C=CC=CC=1)(C1C=CC=CC=1)C1C=CC=CC=1)=O)C.[CH3:34][CH2:35][CH2:36][CH2:37][CH2:38][CH2:39][CH2:40][CH2:41][CH2:42][CH2:43][CH2:44][CH:45]=O. (5) The reactants are [N:1]([C@:4]1([CH2:36][O:37]C(=O)C2C=CC=CC=2)[O:8][C@@:7]([CH3:17])([N:9]2[CH:16]=[CH:15][C:13](=[O:14])[NH:12][C:10]2=[O:11])[C@:6](C(=O)C2C=CC=CC=2)([OH:18])[C@:5]1(C(=O)C1C=CC=CC=1)[OH:27])=[N+:2]=[N-:3]. The catalyst is N. The product is [N:1]([C@:4]1([CH2:36][OH:37])[O:8][C@@:7]([CH3:17])([N:9]2[CH:16]=[CH:15][C:13](=[O:14])[NH:12][C:10]2=[O:11])[C@H:6]([OH:18])[C@@H:5]1[OH:27])=[N+:2]=[N-:3]. The yield is 0.460. (6) The reactants are [CH2:1]([O:8][N:9]1[C:15](=[O:16])[N:14]2[CH2:17][C@H:10]1[CH2:11][CH2:12][C@H:13]2[C:18]([OH:20])=O)[C:2]1[CH:7]=[CH:6][CH:5]=[CH:4][CH:3]=1.[F:21][C:22]1([F:30])[CH2:25][CH:24]([C:26]([NH:28][NH2:29])=[O:27])[CH2:23]1.ON1C2C=CC=CC=2N=N1.Cl.C(N=C=NCCCN(C)C)C. The catalyst is ClCCl.CN(C)C1C=CN=CC=1. The product is [CH2:1]([O:8][N:9]1[C:15](=[O:16])[N:14]2[CH2:17][C@H:10]1[CH2:11][CH2:12][C@H:13]2[C:18]([NH:29][NH:28][C:26]([CH:24]1[CH2:25][C:22]([F:30])([F:21])[CH2:23]1)=[O:27])=[O:20])[C:2]1[CH:3]=[CH:4][CH:5]=[CH:6][CH:7]=1. The yield is 0.870. (7) The catalyst is CN(C=O)C. The yield is 0.0600. The reactants are [CH3:1][O:2][C:3]1[CH:8]=[CH:7][CH:6]=[CH:5][C:4]=1[C:9]1[C:17]2[C:12](=[N:13][CH:14]=[C:15]([C:18]3[CH:19]=[C:20]([CH:24]=[CH:25][CH:26]=3)[C:21](O)=[O:22])[CH:16]=2)[NH:11][N:10]=1.C1CCC(N=C=NC2CCCCC2)CC1.[CH3:42][N:43]1[CH2:48][CH2:47][NH:46][CH2:45][CH2:44]1. The product is [CH3:1][O:2][C:3]1[CH:8]=[CH:7][CH:6]=[CH:5][C:4]=1[C:9]1[C:17]2[C:12](=[N:13][CH:14]=[C:15]([C:18]3[CH:19]=[C:20]([C:21]([N:46]4[CH2:47][CH2:48][N:43]([CH3:42])[CH2:44][CH2:45]4)=[O:22])[CH:24]=[CH:25][CH:26]=3)[CH:16]=2)[NH:11][N:10]=1. (8) The reactants are Br[CH2:2][C:3]([O:5][CH2:6][CH3:7])=[O:4].[F:8][C:9]1[CH:10]=[C:11]([OH:23])[CH:12]=[C:13]([C:15]2([O:21][CH3:22])[CH2:20][CH2:19][O:18][CH2:17][CH2:16]2)[CH:14]=1.C([O-])([O-])=O.[K+].[K+]. The catalyst is CN(C)C=O. The product is [F:8][C:9]1[CH:10]=[C:11]([CH:12]=[C:13]([C:15]2([O:21][CH3:22])[CH2:16][CH2:17][O:18][CH2:19][CH2:20]2)[CH:14]=1)[O:23][CH2:2][C:3]([O:5][CH2:6][CH3:7])=[O:4]. The yield is 0.730. (9) The reactants are [Br:1][C:2]1[CH:7]=[CH:6][C:5](I)=[CH:4][CH:3]=1.[CH:9]1[CH:14]=[CH:13][C:12]([N:15]([C:22]2[CH:27]=[CH:26][C:25]([NH2:28])=[CH:24][CH:23]=2)[C:16]2[CH:21]=[CH:20][CH:19]=[CH:18][CH:17]=2)=[CH:11][CH:10]=1.C[C:30]([CH3:33])([O-])[CH3:31].[Na+]. The catalyst is C1C=CC(/C=C/C(/C=C/C2C=CC=CC=2)=O)=CC=1.C1C=CC(/C=C/C(/C=C/C2C=CC=CC=2)=O)=CC=1.[Pd].C1(P(C2C=CC=CC=2)[C-]2C=CC=C2)C=CC=CC=1.[C-]1(P(C2C=CC=CC=2)C2C=CC=CC=2)C=CC=C1.[Fe+2].C1(C)C=CC=CC=1. The product is [Br:1][C:2]1[CH:7]=[CH:6][C:5]([N:28]([C:31]2[CH:30]=[CH:33][C:2]([Br:1])=[CH:3][CH:4]=2)[C:25]2[CH:26]=[CH:27][C:22]([N:15]([C:16]3[CH:21]=[CH:20][CH:19]=[CH:18][CH:17]=3)[C:12]3[CH:11]=[CH:10][CH:9]=[CH:14][CH:13]=3)=[CH:23][CH:24]=2)=[CH:4][CH:3]=1. The yield is 0.610. (10) The catalyst is CCOC(C)=O.C1C=CC(P(C2C=CC=CC=2)[C-]2C=CC=C2)=CC=1.C1C=CC(P(C2C=CC=CC=2)[C-]2C=CC=C2)=CC=1.Cl[Pd]Cl.[Fe+2].CCO.C1(C)C=CC=CC=1. The reactants are Br[C:2]1[CH:7]=[CH:6][C:5]([NH:8][C:9]2[O:10][C:11]3[CH:17]=[CH:16][C:15]([CH3:18])=[CH:14][C:12]=3[N:13]=2)=[CH:4][CH:3]=1.[CH3:19][Si:20]([CH3:42])([CH3:41])[CH2:21][CH2:22][O:23][C:24]([C@@H:26]1[CH2:31][CH2:30][CH2:29][CH2:28][C@H:27]1[C:32](=[O:40])[C:33]1[CH:38]=[CH:37][C:36](Br)=[CH:35][CH:34]=1)=[O:25].C([O-])(O)=O.[Na+].ClCCl. The yield is 0.500. The product is [CH3:19][Si:20]([CH3:42])([CH3:41])[CH2:21][CH2:22][O:23][C:24]([C@@H:26]1[CH2:31][CH2:30][CH2:29][CH2:28][C@H:27]1[C:32]([C:33]1[CH:34]=[CH:35][C:36]([C:2]2[CH:7]=[CH:6][C:5]([NH:8][C:9]3[O:10][C:11]4[CH:17]=[CH:16][C:15]([CH3:18])=[CH:14][C:12]=4[N:13]=3)=[CH:4][CH:3]=2)=[CH:37][CH:38]=1)=[O:40])=[O:25].